Dataset: Forward reaction prediction with 1.9M reactions from USPTO patents (1976-2016). Task: Predict the product of the given reaction. (1) Given the reactants [NH2:1][C:2]1[CH:7]=[CH:6][C:5]([CH3:8])=[CH:4][C:3]=1[NH:9][C:10](=[O:17])[C:11]1[CH:16]=[CH:15][CH:14]=[CH:13][CH:12]=1.[CH3:18][O:19][C:20]1[CH:21]=[C:22]([CH:25]=[C:26]([O:30][CH3:31])[C:27]=1[O:28][CH3:29])[CH:23]=O, predict the reaction product. The product is: [CH3:8][C:5]1[CH:6]=[CH:7][C:2](/[N:1]=[CH:23]/[C:22]2[CH:25]=[C:26]([O:30][CH3:31])[C:27]([O:28][CH3:29])=[C:20]([O:19][CH3:18])[CH:21]=2)=[C:3]([NH:9][C:10](=[O:17])[C:11]2[CH:12]=[CH:13][CH:14]=[CH:15][CH:16]=2)[CH:4]=1. (2) Given the reactants [CH3:1][O:2][C:3]1[CH:4]=[C:5](B(O)O)[CH:6]=[C:7]([O:9][CH3:10])[CH:8]=1.Br[C:15]1[C:23]2[C:18](=[CH:19][C:20]([S:24]([N:27](CC3C=CC(OC)=CC=3OC)[C:28]3[S:32][N:31]=[CH:30][N:29]=3)(=[O:26])=[O:25])=[CH:21][CH:22]=2)[N:17]([CH3:44])[CH:16]=1, predict the reaction product. The product is: [CH3:1][O:2][C:3]1[CH:4]=[C:5]([C:15]2[C:23]3[C:18](=[CH:19][C:20]([S:24]([NH:27][C:28]4[S:32][N:31]=[CH:30][N:29]=4)(=[O:25])=[O:26])=[CH:21][CH:22]=3)[N:17]([CH3:44])[CH:16]=2)[CH:6]=[C:7]([O:9][CH3:10])[CH:8]=1. (3) The product is: [CH3:13][N:14]1[CH2:15][CH2:16][N:17]([C:20]2[CH:26]=[CH:25][C:23]([NH:24][C:2]3[CH:7]=[CH:6][N:5]4[N:8]=[CH:9][C:10]([CH:11]=[O:12])=[C:4]4[N:3]=3)=[CH:22][CH:21]=2)[CH2:18][CH2:19]1. Given the reactants Cl[C:2]1[CH:7]=[CH:6][N:5]2[N:8]=[CH:9][C:10]([CH:11]=[O:12])=[C:4]2[N:3]=1.[CH3:13][N:14]1[CH2:19][CH2:18][N:17]([C:20]2[CH:26]=[CH:25][C:23]([NH2:24])=[CH:22][CH:21]=2)[CH2:16][CH2:15]1, predict the reaction product.